From a dataset of Catalyst prediction with 721,799 reactions and 888 catalyst types from USPTO. Predict which catalyst facilitates the given reaction. (1) Reactant: FC(F)(F)S([O:6][Si:7]([C:10]([CH3:13])([CH3:12])[CH3:11])([CH3:9])[CH3:8])(=O)=O.[Cl:16][C:17]1[CH:18]=[C:19]([C@@H:23]2[C@@H:28]([C:29]3[CH:34]=[CH:33][C:32]([Cl:35])=[CH:31][CH:30]=3)[N:27]([C@@H:36]([CH2:50][CH3:51])[CH2:37]OCC3C=CC(OC)=C(OC)C=3)[C:26](=[O:52])[CH2:25][O:24]2)[CH:20]=[CH:21][CH:22]=1.C(N(CC)CC)C. Product: [Si:7]([O:6][CH2:37][C@@H:36]([N:27]1[C@H:28]([C:29]2[CH:30]=[CH:31][C:32]([Cl:35])=[CH:33][CH:34]=2)[C@@H:23]([C:19]2[CH:20]=[CH:21][CH:22]=[C:17]([Cl:16])[CH:18]=2)[O:24][CH2:25][C:26]1=[O:52])[CH2:50][CH3:51])([C:10]([CH3:13])([CH3:12])[CH3:11])([CH3:9])[CH3:8]. The catalyst class is: 2. (2) Reactant: [CH3:1][O:2][C:3]1[CH:8]=[CH:7][C:6]([C:9]2[CH:10]=[C:11]3[CH:18]=[CH:17][S:16][C:12]3=[CH:13][N+:14]=2[O-])=[CH:5][CH:4]=1.P(Cl)(Cl)(Cl)=O.C(=O)([O-])[O-].[Na+].[Na+].C(=O)([O-])[O-].[K+].[K+].[CH2:36]([N:38]1[CH2:43][CH2:42][NH:41][CH2:40][CH2:39]1)[CH3:37]. Product: [CH2:36]([N:38]1[CH2:43][CH2:42][N:41]([C:13]2[N:14]=[C:9]([C:6]3[CH:7]=[CH:8][C:3]([O:2][CH3:1])=[CH:4][CH:5]=3)[CH:10]=[C:11]3[CH:18]=[CH:17][S:16][C:12]=23)[CH2:40][CH2:39]1)[CH3:37]. The catalyst class is: 16. (3) Product: [NH2:8][C:9]1[N:18]=[C:17]([N:5]2[CH2:6][CH2:7][N:2]([CH3:1])[CH2:3][CH2:4]2)[C:16]2[C:11](=[CH:12][C:13]([C:20]([O:22][CH3:23])=[O:21])=[CH:14][CH:15]=2)[N:10]=1. Reactant: [CH3:1][N:2]1[CH2:7][CH2:6][NH:5][CH2:4][CH2:3]1.[NH2:8][C:9]1[N:18]=[C:17](Cl)[C:16]2[C:11](=[CH:12][C:13]([C:20]([O:22][CH3:23])=[O:21])=[CH:14][CH:15]=2)[N:10]=1.C(N(CC)CC)C. The catalyst class is: 8. (4) Reactant: [C:1]([O:5][C:6]([NH:8][C:9]1[S:10][C@:11]2([C:35](O)=[O:36])[C@H:13]([C@:14]([C:17]3[CH:22]=[C:21]([NH:23][C:24](=[O:32])[C:25]4[CH:30]=[CH:29][C:28]([Cl:31])=[CH:27][N:26]=4)[CH:20]=[C:19]([F:33])[C:18]=3[F:34])([CH3:16])[N:15]=1)[CH2:12]2)=[O:7])([CH3:4])([CH3:3])[CH3:2].CCCP1(OP(CCC)(=O)OP(CCC)(=O)O1)=O.[NH3:56]. Product: [C:1]([O:5][C:6](=[O:7])[NH:8][C:9]1[S:10][C@:11]2([C:35](=[O:36])[NH2:56])[C@H:13]([C@:14]([C:17]3[CH:22]=[C:21]([NH:23][C:24](=[O:32])[C:25]4[CH:30]=[CH:29][C:28]([Cl:31])=[CH:27][N:26]=4)[CH:20]=[C:19]([F:33])[C:18]=3[F:34])([CH3:16])[N:15]=1)[CH2:12]2)([CH3:4])([CH3:2])[CH3:3]. The catalyst class is: 3. (5) Reactant: [H-].[Na+].[Cl:3][C:4]1[CH:5]=[C:6]2[C:10](=[CH:11][CH:12]=1)[NH:9][C:8]1[CH2:13][N:14]([CH3:17])[CH2:15][CH2:16][C:7]2=1.[CH3:18][C:19]1([C:22]2[CH:27]=[CH:26][N:25]=[CH:24][N:23]=2)[CH2:21][O:20]1. Product: [Cl:3][C:4]1[CH:5]=[C:6]2[C:10](=[CH:11][CH:12]=1)[N:9]([CH2:18][C:19]([C:22]1[CH:27]=[CH:26][N:25]=[CH:24][N:23]=1)([OH:20])[CH3:21])[C:8]1[CH2:13][N:14]([CH3:17])[CH2:15][CH2:16][C:7]2=1. The catalyst class is: 18.